Dataset: Full USPTO retrosynthesis dataset with 1.9M reactions from patents (1976-2016). Task: Predict the reactants needed to synthesize the given product. (1) Given the product [CH2:2]([O:61][C@H:53]1[CH2:54][C:55]2[C:60](=[CH:59][CH:58]=[CH:57][CH:56]=2)[C@H:52]1[NH:51][C:35]1[C:34]([CH2:32][CH3:33])=[N:39][C:38]([C:40]2[CH:45]=[CH:44][C:43]([O:46][CH3:47])=[CH:42][C:41]=2[CH3:48])=[C:37]([CH2:49][CH3:50])[N:36]=1)[CH3:3], predict the reactants needed to synthesize it. The reactants are: Cl[C:2]1C=C(Cl)C=C[C:3]=1C1N=C(CC)C(N[C@@H]2C3C(=CC=CC=3)C[C@@H]2OCC)=NC=1CC.[CH2:32]([C:34]1[C:35]([NH:51][C@@H:52]2[C:60]3[C:55](=[CH:56][CH:57]=[CH:58][CH:59]=3)[CH2:54][C@@H:53]2[OH:61])=[N:36][C:37]([CH2:49][CH3:50])=[C:38]([C:40]2[CH:45]=[CH:44][C:43]([O:46][CH3:47])=[CH:42][C:41]=2[CH3:48])[N:39]=1)[CH3:33]. (2) The reactants are: [CH:1]([C:4]1[CH:5]=[C:6]([C:12]([OH:14])=O)[O:7][C:8]=1[CH:9]([CH3:11])[CH3:10])([CH3:3])[CH3:2].[F:15][C:16]1[CH:25]=[C:24]([NH2:26])[CH:23]=[CH:22][C:17]=1[C:18]([O:20][CH3:21])=[O:19]. Given the product [F:15][C:16]1[CH:25]=[C:24]([NH:26][C:12]([C:6]2[O:7][C:8]([CH:9]([CH3:10])[CH3:11])=[C:4]([CH:1]([CH3:2])[CH3:3])[CH:5]=2)=[O:14])[CH:23]=[CH:22][C:17]=1[C:18]([O:20][CH3:21])=[O:19], predict the reactants needed to synthesize it. (3) Given the product [C:1]([C:5]1[N:6]=[C:7]([N:16]2[CH2:20][CH2:19][C:18]([F:21])([F:22])[CH2:17]2)[C:8]2[N:13]=[N:12][N:11]([CH2:14][CH2:15][C:46]3[CH:51]=[CH:50][C:49]([Cl:52])=[CH:48][CH:47]=3)[C:9]=2[N:10]=1)([CH3:2])([CH3:3])[CH3:4], predict the reactants needed to synthesize it. The reactants are: [C:1]([C:5]1[N:6]=[C:7]([N:16]2[CH2:20][CH2:19][C:18]([F:22])([F:21])[CH2:17]2)[C:8]2[N:13]=[N:12][N:11]([CH2:14][CH3:15])[C:9]=2[N:10]=1)([CH3:4])([CH3:3])[CH3:2].C(C1N=C(N2CCC(F)(F)C2)C2N=NNC=2N=1)(C)(C)C.BrCC[C:46]1[CH:51]=[CH:50][C:49]([Cl:52])=[CH:48][CH:47]=1. (4) Given the product [Br:1][C:2]1[CH:8]=[C:7]2[C:5](=[CH:4][C:3]=1[F:9])[NH:6][C:27](=[O:12])[C:26]2=[O:25], predict the reactants needed to synthesize it. The reactants are: [Br:1][C:2]1[CH:8]=[CH:7][C:5]([NH2:6])=[CH:4][C:3]=1[F:9].Cl.N[OH:12].S([O-])([O-])(=O)=O.[Na+].[Na+].Cl.ClC(Cl)(Cl)C([O:25][CH2:26][CH3:27])O. (5) Given the product [Si:1]([O:18][C@H:19]1[CH2:23][C@H:22]([C:24]2[C:28]3[N:29]=[CH:30][N:31]=[C:32]([NH:33][C@@H:34]4[C:42]5[C:37](=[CH:38][CH:39]=[CH:40][CH:41]=5)[CH2:36][CH2:35]4)[C:27]=3[S:26][CH:25]=2)[O:21][C@@H:20]1[CH2:43][OH:44])([C:14]([CH3:15])([CH3:16])[CH3:17])([C:2]1[CH:3]=[CH:4][CH:5]=[CH:6][CH:7]=1)[C:8]1[CH:13]=[CH:12][CH:11]=[CH:10][CH:9]=1, predict the reactants needed to synthesize it. The reactants are: [Si:1]([O:18][C:19]1[C@@H:20]([CH2:43][OH:44])[O:21][C@@H:22]([C:24]2[C:28]3[N:29]=[CH:30][N:31]=[C:32]([NH:33][C@@H:34]4[C:42]5[C:37](=[CH:38][CH:39]=[CH:40][CH:41]=5)[CH2:36][CH2:35]4)[C:27]=3[S:26][CH:25]=2)[CH:23]=1)([C:14]([CH3:17])([CH3:16])[CH3:15])([C:8]1[CH:13]=[CH:12][CH:11]=[CH:10][CH:9]=1)[C:2]1[CH:7]=[CH:6][CH:5]=[CH:4][CH:3]=1.